This data is from Full USPTO retrosynthesis dataset with 1.9M reactions from patents (1976-2016). The task is: Predict the reactants needed to synthesize the given product. Given the product [CH2:21]([NH:25][C:26]([NH:14][CH2:13][CH2:12][C:9]1[NH:10][CH:11]=[C:7]([C:4]2[CH:5]=[CH:6][C:1]([C:15]3[CH:16]=[CH:17][CH:18]=[CH:19][CH:20]=3)=[CH:2][CH:3]=2)[N:8]=1)=[O:27])[CH2:22][CH2:23][CH3:24], predict the reactants needed to synthesize it. The reactants are: [C:1]1([C:15]2[CH:20]=[CH:19][CH:18]=[CH:17][CH:16]=2)[CH:6]=[CH:5][C:4]([C:7]2[N:8]=[C:9]([CH2:12][CH2:13][NH2:14])[NH:10][CH:11]=2)=[CH:3][CH:2]=1.[CH2:21]([N:25]=[C:26]=[O:27])[CH2:22][CH2:23][CH3:24].